Dataset: Reaction yield outcomes from USPTO patents with 853,638 reactions. Task: Predict the reaction yield, written as a fraction of the theoretical maximum amount of product (1.0 means a 100% yield; for example, 0.34 means a 34% yield). (1) The reactants are [Cl:1][S:2]([OH:5])(=O)=[O:3].[CH3:6][C:7]1[NH:8][CH:9]=[CH:10][N:11]=1.C(=O)([O-])[O-].[Na+].[Na+]. The catalyst is S(Cl)(Cl)=O. The product is [CH3:6][C:7]1[NH:8][CH:9]=[C:10]([S:2]([Cl:1])(=[O:5])=[O:3])[N:11]=1. The yield is 0.400. (2) The reactants are [CH3:1][O:2][C:3]([C@@H:5]([N:13]1[CH2:21][C:17]2[CH:18]=[CH:19][S:20][C:16]=2[CH2:15][CH2:14]1)[C:6]1[CH:7]=[CH:8][CH:9]=[CH:10][C:11]=1[Cl:12])=[O:4].C(O)(=O)C.C[Si](C)(C)[Cl:28]. The catalyst is CC(C)=O. The product is [CH3:1][O:2][C:3]([C@@H:5]([N:13]1[CH2:21][C:17]2[CH:18]=[CH:19][S:20][C:16]=2[CH2:15][CH2:14]1)[C:6]1[C:11]([Cl:12])=[CH:10][CH:9]=[CH:8][CH:7]=1)=[O:4].[ClH:28]. The yield is 0.638. (3) The reactants are [Br:1][C:2]1[CH:7]=[CH:6][C:5](I)=[C:4]([O:9][CH3:10])[CH:3]=1.C(#N)C.[C:14]([Si:16]([CH3:19])([CH3:18])[CH3:17])#[CH:15]. The catalyst is Cl[Pd](Cl)([P](C1C=CC=CC=1)(C1C=CC=CC=1)C1C=CC=CC=1)[P](C1C=CC=CC=1)(C1C=CC=CC=1)C1C=CC=CC=1. The product is [Br:1][C:2]1[CH:7]=[CH:6][C:5]([C:15]#[C:14][Si:16]([CH3:19])([CH3:18])[CH3:17])=[C:4]([O:9][CH3:10])[CH:3]=1. The yield is 0.965. (4) The reactants are [CH3:1][CH:2]([C:4]1[N:9]=[C:8]([N:10]([S:12]([CH3:15])(=[O:14])=[O:13])[CH3:11])[N:7]=[C:6]([C:16]2[CH:17]=[CH:18][C:19]([F:22])=[CH:20][CH:21]=2)[C:5]=1/[CH:23]=[CH:24]/[C@@H:25]([OH:33])[CH2:26][C@@H:27]([OH:32])[CH2:28][C:29]([OH:31])=[O:30])[CH3:3].C([NH-])CCC.O.C(N)CCC. The catalyst is CC(O)C. The product is [CH3:3][CH:2]([C:4]1[N:9]=[C:8]([N:10]([S:12]([CH3:15])(=[O:13])=[O:14])[CH3:11])[N:7]=[C:6]([C:16]2[CH:21]=[CH:20][C:19]([F:22])=[CH:18][CH:17]=2)[C:5]=1/[CH:23]=[CH:24]/[C@@H:25]([OH:33])[CH2:26][C@@H:27]([OH:32])[CH2:28][C:29]([OH:31])=[O:30])[CH3:1]. The yield is 0.890. (5) The catalyst is [Cl-].[Na+].O.CCOC(C)=O.C1C=CC(P([C]2[CH][CH][CH][CH]2)C2C=CC=CC=2)=CC=1.C1C=CC(P([C]2[CH][CH][CH][CH]2)C2C=CC=CC=2)=CC=1.Cl[Pd]Cl.[Fe]. The reactants are [NH2:1][C:2]1[C:10]2[C:5](=[CH:6][CH:7]=[CH:8][C:9]=2[F:11])[C:4]([C:19]2[CH:20]=[C:21]([CH3:27])[C:22](=[O:26])[N:23]([CH3:25])[CH:24]=2)([C:12]2[CH:17]=[CH:16][CH:15]=[C:14](Br)[CH:13]=2)[N:3]=1.[CH3:28][O:29][C:30]1[CH:31]=[N:32][CH:33]=[C:34](B2OC(C)(C)C(C)(C)O2)[CH:35]=1.C(=O)([O-])[O-].[K+].[K+].CN(C=O)C. The product is [NH2:1][C:2]1[C:10]2[C:5](=[CH:6][CH:7]=[CH:8][C:9]=2[F:11])[C:4]([C:19]2[CH:20]=[C:21]([CH3:27])[C:22](=[O:26])[N:23]([CH3:25])[CH:24]=2)([C:12]2[CH:17]=[CH:16][CH:15]=[C:14]([C:34]3[CH:33]=[N:32][CH:31]=[C:30]([O:29][CH3:28])[CH:35]=3)[CH:13]=2)[N:3]=1. The yield is 0.310. (6) The reactants are [CH:1]([OH:3])=O.OO.[C:6]1([C:11]2[CH:16]=[CH:15][C:14]([F:17])=[CH:13][CH:12]=2)C[CH2:9][CH2:8][CH:7]=1. No catalyst specified. The product is [F:17][C:14]1[CH:15]=[CH:16][C:11]([CH:6]2[CH2:7][CH2:8][CH2:9][C:1]2=[O:3])=[CH:12][CH:13]=1. The yield is 0.699.